Dataset: Full USPTO retrosynthesis dataset with 1.9M reactions from patents (1976-2016). Task: Predict the reactants needed to synthesize the given product. (1) Given the product [CH2:18]([C@@H:5]1[NH:6][C:7](=[O:17])[CH2:8][NH:9][C:10]1=[O:11])[C:19]1[CH:24]=[CH:23][CH:22]=[CH:21][CH:20]=1, predict the reactants needed to synthesize it. The reactants are: C(OC(=O)[C@H:5]([CH2:18][C:19]1[CH:24]=[CH:23][CH:22]=[CH:21][CH:20]=1)[NH:6][C:7](=[O:17])[CH2:8][NH:9][C:10](OC(C)(C)C)=[O:11])C.FC(F)(F)C(O)=O. (2) Given the product [CH3:25][O:24][C:21]1[CH:22]=[C:23]2[C:18](=[CH:19][C:20]=1[O:26][CH3:27])[N:17]=[CH:16][CH:15]=[C:14]2[O:13][C:12]1[C:7]([C:33]2[CH:34]=[CH:35][CH:36]=[CH:37][C:32]=2[C:29](=[O:31])[CH3:30])=[N:8][C:9]([CH3:28])=[CH:10][CH:11]=1, predict the reactants needed to synthesize it. The reactants are: C(=O)([O-])O.[Na+].I[C:7]1[C:12]([O:13][C:14]2[C:23]3[C:18](=[CH:19][C:20]([O:26][CH3:27])=[C:21]([O:24][CH3:25])[CH:22]=3)[N:17]=[CH:16][CH:15]=2)=[CH:11][CH:10]=[C:9]([CH3:28])[N:8]=1.[C:29]([C:32]1[CH:37]=[CH:36][CH:35]=[CH:34][C:33]=1B(O)O)(=[O:31])[CH3:30].[OH-].[Na+]. (3) The reactants are: [C:1]([O:5][C:6]([NH:8][C@@H:9]([C:13]1[CH:18]=[CH:17][C:16]([OH:19])=[CH:15][CH:14]=1)[C:10]([OH:12])=[O:11])=[O:7])([CH3:4])([CH3:3])[CH3:2].[H-].[Na+].Br[CH2:23][CH2:24][O:25][CH:26]1[CH2:31][CH2:30][CH2:29][CH2:28][O:27]1. Given the product [C:1]([O:5][C:6]([NH:8][C@@H:9]([C:13]1[CH:18]=[CH:17][C:16]([O:19][CH2:23][CH2:24][O:25][CH:26]2[CH2:31][CH2:30][CH2:29][CH2:28][O:27]2)=[CH:15][CH:14]=1)[C:10]([OH:12])=[O:11])=[O:7])([CH3:4])([CH3:2])[CH3:3], predict the reactants needed to synthesize it. (4) Given the product [NH2:37][C:21]1[CH:22]=[C:23]([CH:35]=[CH:36][C:20]=1[NH:19][CH2:18][CH2:17][CH2:16][N:15]([CH2:8][C:9]1[CH:14]=[CH:13][CH:12]=[CH:11][CH:10]=1)[CH3:40])[C:24]([N:26]([CH2:27][CH:28]([CH3:29])[CH3:30])[CH2:31][CH:32]([CH3:33])[CH3:34])=[O:25], predict the reactants needed to synthesize it. The reactants are: O.O.[Sn](Cl)(Cl)(Cl)Cl.[CH2:8]([N:15]([CH3:40])[CH2:16][CH2:17][CH2:18][NH:19][C:20]1[CH:36]=[CH:35][C:23]([C:24]([N:26]([CH2:31][CH:32]([CH3:34])[CH3:33])[CH2:27][CH:28]([CH3:30])[CH3:29])=[O:25])=[CH:22][C:21]=1[N+:37]([O-])=O)[C:9]1[CH:14]=[CH:13][CH:12]=[CH:11][CH:10]=1.C([O-])(O)=O.[Na+]. (5) Given the product [Cl:1][C:2]1[CH:7]=[CH:6][C:5]([S:8]([N:11]([CH2:12][C:13]2[CH:14]=[CH:15][C:16]([C:17]([O:19][CH3:20])=[O:18])=[CH:21][CH:22]=2)[CH:30]([C:27]2[CH:28]=[CH:29][C:24]([F:23])=[CH:25][CH:26]=2)[CH2:31][CH3:32])(=[O:10])=[O:9])=[CH:4][CH:3]=1, predict the reactants needed to synthesize it. The reactants are: [Cl:1][C:2]1[CH:7]=[CH:6][C:5]([S:8]([NH:11][CH2:12][C:13]2[CH:22]=[CH:21][C:16]([C:17]([O:19][CH3:20])=[O:18])=[CH:15][CH:14]=2)(=[O:10])=[O:9])=[CH:4][CH:3]=1.[F:23][C:24]1[CH:29]=[CH:28][C:27]([CH:30](O)[CH2:31][CH3:32])=[CH:26][CH:25]=1.C1C=CC(P(C2C=CC=CC=2)C2C=CC=CC=2)=CC=1.N(C(OC(C)C)=O)=NC(OC(C)C)=O. (6) Given the product [CH3:1][C:2]1[N:7]=[C:6]([CH:11]([OH:10])[C:12]([F:15])([F:14])[F:13])[C:5]([OH:8])=[CH:4][CH:3]=1, predict the reactants needed to synthesize it. The reactants are: [CH3:1][C:2]1[N:7]=[CH:6][C:5]([OH:8])=[CH:4][CH:3]=1.C[O:10][CH:11](O)[C:12]([F:15])([F:14])[F:13].C(=O)([O-])[O-].[K+].[K+]. (7) Given the product [CH3:1][O:2][C:3]1[CH:29]=[CH:28][C:6]2[NH:7][C:8](=[O:27])[N:9]([CH:12]3[CH2:13][CH2:14][N:15]([C:18]4[CH:23]=[C:22]([C:24]([N:36]5[CH2:37][CH2:38][C:39]6[S:30][CH:31]=[N:32][C:33]=6[CH2:34][CH2:35]5)=[O:25])[N:53]=[CH:52][N:50]=4)[CH2:16][CH2:17]3)[CH2:10][CH2:11][C:5]=2[CH:4]=1, predict the reactants needed to synthesize it. The reactants are: [CH3:1][O:2][C:3]1[CH:29]=[CH:28][C:6]2[NH:7][C:8](=[O:27])[N:9]([CH:12]3[CH2:17][CH2:16][N:15]([C:18]4[CH:23]=[C:22]([C:24](O)=[O:25])C=CN=4)[CH2:14][CH2:13]3)[CH2:10][CH2:11][C:5]=2[CH:4]=1.[S:30]1[C:39]2[CH2:38][CH2:37][NH:36][CH2:35][CH2:34][C:33]=2[N:32]=[CH:31]1.CCN(C(C)C)C(C)C.C[N:50]([C:52](ON1N=NC2C=CC=CC1=2)=[N+:53](C)C)C.[B-](F)(F)(F)F. (8) Given the product [C:1]([O:2][CH2:11][CH:10]=[N:9][N:8]([C:29](=[O:30])[CH2:28][C:20]1[C:19]([CH2:17][CH3:18])=[CH:24][C:23]([CH3:25])=[CH:22][C:21]=1[CH2:26][CH3:27])[CH3:7])(=[O:4])[CH2:32][CH3:33], predict the reactants needed to synthesize it. The reactants are: [C:1](=[O:4])([O-])[O-:2].[K+].[K+].[CH3:7][NH:8][N:9]=[C:10](C)[C:11](OCC)=O.[CH2:17]([C:19]1[CH:24]=[C:23]([CH3:25])[CH:22]=[C:21]([CH2:26][CH3:27])[C:20]=1[CH2:28][C:29](Cl)=[O:30])[CH3:18].[C:32](#N)[CH3:33]. (9) Given the product [C:17]1([C:7]([C:1]2[CH:2]=[CH:3][CH:4]=[CH:5][CH:6]=2)=[N:8][N:9]([CH2:29][CH2:28][C:27]2[CH:31]=[CH:32][C:24]([CH3:23])=[CH:25][CH:26]=2)[C:10]2[CH:15]=[CH:14][C:13]([F:16])=[CH:12][CH:11]=2)[CH:18]=[CH:19][CH:20]=[CH:21][CH:22]=1, predict the reactants needed to synthesize it. The reactants are: [C:1]1([C:7]([C:17]2[CH:22]=[CH:21][CH:20]=[CH:19][CH:18]=2)=[N:8][NH:9][C:10]2[CH:15]=[CH:14][C:13]([F:16])=[CH:12][CH:11]=2)[CH:6]=[CH:5][CH:4]=[CH:3][CH:2]=1.[CH3:23][C:24]1[CH:32]=[CH:31][C:27]([CH2:28][CH2:29]Br)=[CH:26][CH:25]=1. (10) Given the product [Cl:1][C:2]1[CH:3]=[C:4]([C:9]2[CH:10]=[N:11][C:12]([N:18]3[CH2:19][CH2:20][O:21][CH2:22][CH2:23]3)=[C:13]([CH:17]=2)[C:14]([NH:30][CH2:29][C:28]2[CH:31]=[CH:32][C:33]([O:34][CH3:35])=[C:26]([O:25][CH3:24])[CH:27]=2)=[O:16])[CH:5]=[C:6]([CH3:8])[CH:7]=1, predict the reactants needed to synthesize it. The reactants are: [Cl:1][C:2]1[CH:3]=[C:4]([C:9]2[CH:10]=[N:11][C:12]([N:18]3[CH2:23][CH2:22][O:21][CH2:20][CH2:19]3)=[C:13]([CH:17]=2)[C:14]([OH:16])=O)[CH:5]=[C:6]([CH3:8])[CH:7]=1.[CH3:24][O:25][C:26]1[CH:27]=[C:28]([CH:31]=[CH:32][C:33]=1[O:34][CH3:35])[CH2:29][NH2:30].C(Cl)CCl.C1C=CC2N(O)N=NC=2C=1.CN1CCOCC1.